Task: Regression/Classification. Given a drug SMILES string, predict its absorption, distribution, metabolism, or excretion properties. Task type varies by dataset: regression for continuous measurements (e.g., permeability, clearance, half-life) or binary classification for categorical outcomes (e.g., BBB penetration, CYP inhibition). For this dataset (clearance_hepatocyte_az), we predict log10(clearance) (log10 of the in vitro intrinsic clearance, CLint, in uL/min per 10^6 hepatocytes; values are censored to the assay range of 3 to 150, which is 0.477 to 2.18 on this log10 scale).. Dataset: Hepatocyte clearance measurements from AstraZeneca The drug is Cc1ccc(C(=O)Nc2ccc(CN3CCN(C)CC3)c(C(F)(F)F)c2)cc1C#Cc1cnc2cccnn12. The log10(clearance) is 0.480.